Dataset: Acute oral toxicity (LD50) regression data from Zhu et al.. Task: Regression/Classification. Given a drug SMILES string, predict its toxicity properties. Task type varies by dataset: regression for continuous values (e.g., LD50, hERG inhibition percentage) or binary classification for toxic/non-toxic outcomes (e.g., AMES mutagenicity, cardiotoxicity, hepatotoxicity). Dataset: ld50_zhu. (1) The compound is CCCc1ccc(C)cc1O. The rat oral LD50 is 2.31, given as -log10 of the dose in mol/kg body weight (higher means more acutely toxic). (2) The molecule is CN1C2CCC1CC(OC(=O)C(CO)c1ccccc1)C2. The rat oral LD50 is 2.76, given as -log10 of the dose in mol/kg body weight (higher means more acutely toxic).